From a dataset of Full USPTO retrosynthesis dataset with 1.9M reactions from patents (1976-2016). Predict the reactants needed to synthesize the given product. (1) Given the product [CH:30]1([N:12]([CH2:13][CH2:14][CH2:15][C:16]2[C:24]3[C:19](=[CH:20][CH:21]=[C:22]([F:25])[CH:23]=3)[NH:18][CH:17]=2)[CH:8]2[CH2:7][C:6]3[C:5]([C:26]([O:28][CH3:29])=[O:27])=[CH:4][CH:3]=[C:2]([F:1])[C:11]=3[O:10][CH2:9]2)[CH2:33][CH2:32][CH2:31]1, predict the reactants needed to synthesize it. The reactants are: [F:1][C:2]1[C:11]2[O:10][CH2:9][CH:8]([NH:12][CH2:13][CH2:14][CH2:15][C:16]3[C:24]4[C:19](=[CH:20][CH:21]=[C:22]([F:25])[CH:23]=4)[NH:18][CH:17]=3)[CH2:7][C:6]=2[C:5]([C:26]([O:28][CH3:29])=[O:27])=[CH:4][CH:3]=1.[C:30]1(=O)[CH2:33][CH2:32][CH2:31]1.C(O)(=O)C.C([BH3-])#N.[Na+]. (2) Given the product [Cl:1][C:2]1[C:3]([N:22]([CH2:21][C:17]2[CH:16]=[C:15]3[C:20](=[CH:19][CH:18]=2)[N:12]([CH2:10][CH3:11])[N:13]=[CH:14]3)[S:23]([C:26]2[CH:27]=[CH:28][C:29]([C:30]([O:32][CH3:33])=[O:31])=[CH:34][CH:35]=2)(=[O:25])=[O:24])=[N:4][CH:5]=[C:6]([Cl:8])[CH:7]=1, predict the reactants needed to synthesize it. The reactants are: [Cl:1][C:2]1[C:3](F)=[N:4][CH:5]=[C:6]([Cl:8])[CH:7]=1.[CH2:10]([N:12]1[C:20]2[C:15](=[CH:16][C:17]([CH2:21][NH:22][S:23]([C:26]3[CH:35]=[CH:34][C:29]([C:30]([O:32][CH3:33])=[O:31])=[CH:28][CH:27]=3)(=[O:25])=[O:24])=[CH:18][CH:19]=2)[CH:14]=[N:13]1)[CH3:11]. (3) Given the product [F:1][C:2]1[CH:3]=[C:4]([C:8]2[CH:9]=[C:10]([I:16])[CH:11]=[C:12]([OH:14])[CH:13]=2)[CH:5]=[CH:6][CH:7]=1, predict the reactants needed to synthesize it. The reactants are: [F:1][C:2]1[CH:3]=[C:4]([C:8]2[CH:13]=[C:12]([O:14]C)[CH:11]=[C:10]([I:16])[CH:9]=2)[CH:5]=[CH:6][CH:7]=1.[I-].[Na+].C[Si](Cl)(C)C. (4) Given the product [CH2:50]([C:48]1[CH:47]=[CH:46][C:45]([O:58][C:59]2[CH:64]=[CH:63][CH:62]=[CH:61][CH:60]=2)=[C:44]([OH:43])[CH:49]=1)[CH2:51][CH2:52][CH2:53][CH2:54][CH2:55][CH2:56][CH3:57], predict the reactants needed to synthesize it. The reactants are: C(C1C=CC(OC2C=CC=CC=2)=C(O)C=1)CCCCC.C(C1C=CC(OC2C=CC=CC=2)=C(OC)C=1)CCCCC.C[O:43][C:44]1[CH:49]=[C:48]([CH2:50][CH2:51][CH2:52][CH2:53][CH2:54][CH2:55][CH2:56][CH3:57])[CH:47]=[CH:46][C:45]=1[O:58][C:59]1[CH:64]=[CH:63][CH:62]=[CH:61][CH:60]=1.